This data is from Reaction yield outcomes from USPTO patents with 853,638 reactions. The task is: Predict the reaction yield, written as a fraction of the theoretical maximum amount of product (1.0 means a 100% yield; for example, 0.34 means a 34% yield). (1) The reactants are C([Li])CCC.[CH2:6]([O:13][CH2:14][CH2:15][CH2:16][CH2:17][CH2:18][CH2:19][CH2:20][CH2:21][CH2:22][C:23]([CH3:28])([CH2:26][OH:27])[CH2:24]O)[C:7]1[CH:12]=[CH:11][CH:10]=[CH:9][CH:8]=1.S(Cl)(C1C=CC(C)=CC=1)(=O)=O. The catalyst is C1COCC1.CCOCC.O. The product is [CH2:6]([O:13][CH2:14][CH2:15][CH2:16][CH2:17][CH2:18][CH2:19][CH2:20][CH2:21][CH2:22][C:23]1([CH3:28])[CH2:26][O:27][CH2:24]1)[C:7]1[CH:12]=[CH:11][CH:10]=[CH:9][CH:8]=1. The yield is 0.900. (2) The yield is 0.450. The product is [C:26]([NH:1][C:2]1[CH:7]=[CH:6][C:5]([N+:8]([O-:10])=[O:9])=[CH:4][C:3]=1[C:11]#[C:12][C:13]([CH3:19])([CH3:18])[C:14]([O:16][CH3:17])=[O:15])(=[O:30])[CH2:27][CH2:28][CH3:29]. The reactants are [NH2:1][C:2]1[CH:7]=[CH:6][C:5]([N+:8]([O-:10])=[O:9])=[CH:4][C:3]=1[C:11]#[C:12][C:13]([CH3:19])([CH3:18])[C:14]([O:16][CH3:17])=[O:15].N1C=CC=CC=1.[C:26](Cl)(=[O:30])[CH2:27][CH2:28][CH3:29]. The catalyst is C(Cl)Cl. (3) The reactants are [B][B][B][B][B][B][B][B][B][B].[NH2:11][C:12]1[C:20]2[C:15](=[N:16][CH:17]=[C:18]([C:34]3[CH:39]=[CH:38][CH:37]=[CH:36][CH:35]=3)[C:19]=2[N:21]2[CH2:26][CH2:25][N:24]([C:27]([O:29][C:30]([CH3:33])([CH3:32])[CH3:31])=[O:28])[CH2:23][CH2:22]2)[N:14]([CH2:40][C:41]2[CH:46]=[CH:45][C:44]([O:47][CH3:48])=[CH:43][CH:42]=2)[N:13]=1.[CH3:49][O:50][C:51]1[CH:64]=[CH:63][C:54]([CH2:55][N:56]2[CH2:60][C:59](=O)[CH2:58][C:57]2=[O:62])=[CH:53][CH:52]=1. The catalyst is CO.C(Cl)Cl. The product is [CH3:48][O:47][C:44]1[CH:43]=[CH:42][C:41]([CH2:40][N:14]2[C:15]3=[N:16][CH:17]=[C:18]([C:34]4[CH:39]=[CH:38][CH:37]=[CH:36][CH:35]=4)[C:19]([N:21]4[CH2:22][CH2:23][N:24]([C:27]([O:29][C:30]([CH3:33])([CH3:32])[CH3:31])=[O:28])[CH2:25][CH2:26]4)=[C:20]3[C:12]([NH:11][CH:59]3[CH2:58][C:57](=[O:62])[N:56]([CH2:55][C:54]4[CH:53]=[CH:52][C:51]([O:50][CH3:49])=[CH:64][CH:63]=4)[CH2:60]3)=[N:13]2)=[CH:46][CH:45]=1. The yield is 0.700. (4) The reactants are [O:1]=[C:2]1[C:7]([CH2:8][C:9]2[CH:14]=[CH:13][C:12]([C:15]3[C:16]([C:21]#[N:22])=[CH:17][CH:18]=[CH:19][CH:20]=3)=[CH:11][CH:10]=2)=[C:6]([CH2:23][CH2:24][CH3:25])[N:5]2[N:26]=[CH:27][N:28]=[C:4]2[N:3]1[CH:29]1[CH2:34][CH2:33][C:32](=O)[CH2:31][CH2:30]1.COC(OC)[N:39]([CH3:41])C.C[N:45](C=O)C.C(OCC)(=O)C. The catalyst is O. The product is [O:1]=[C:2]1[C:7]([CH2:8][C:9]2[CH:14]=[CH:13][C:12]([C:15]3[C:16]([C:21]#[N:22])=[CH:17][CH:18]=[CH:19][CH:20]=3)=[CH:11][CH:10]=2)=[C:6]([CH2:23][CH2:24][CH3:25])[N:5]2[N:26]=[CH:27][N:28]=[C:4]2[N:3]1[CH:29]1[CH2:30][CH2:31][C:32]2[NH:45][N:39]=[CH:41][C:33]=2[CH2:34]1. The yield is 0.710. (5) The reactants are C(Cl)Cl.[CH:4]1([NH2:7])[CH2:6][CH2:5]1.C[Al](C)C.[NH:12]1[CH:16]=[CH:15][C:14]([NH:17][C:18]2[N:22]([C:23]3[CH:28]=[C:27]([NH2:29])[N:26]=[C:25]([CH3:30])[N:24]=3)[N:21]=[C:20]([C:31](OCC)=[O:32])[CH:19]=2)=[N:13]1. The catalyst is C1COCC1.CO.CS(C)=O. The product is [NH:13]1[C:14]([NH:17][C:18]2[N:22]([C:23]3[CH:28]=[C:27]([NH2:29])[N:26]=[C:25]([CH3:30])[N:24]=3)[N:21]=[C:20]([C:31]([NH:7][CH:4]3[CH2:6][CH2:5]3)=[O:32])[CH:19]=2)=[CH:15][CH:16]=[N:12]1. The yield is 0.570. (6) The reactants are [CH3:1][C:2]1[N:7]=[C:6]([N:8]2[CH2:13][CH2:12][C:11](=[CH:14][C:15]#[CH:16])[CH2:10][CH2:9]2)[C:5]([N+:17]([O-:19])=[O:18])=[CH:4][CH:3]=1.C[Si](C)(C)C#CC=C1CCNCC1.Br[C:34]1[CH:35]=[C:36]([C:40]2[O:44][N:43]=[C:42]([CH3:45])[N:41]=2)[CH:37]=[CH:38][CH:39]=1.O.[F-].C([N+](CCCC)(CCCC)CCCC)CCC. No catalyst specified. The product is [CH3:1][C:2]1[N:7]=[C:6]([N:8]2[CH2:13][CH2:12][C:11](=[CH:14][C:15]#[C:16][C:38]3[CH:39]=[CH:34][CH:35]=[C:36]([C:40]4[O:44][N:43]=[C:42]([CH3:45])[N:41]=4)[CH:37]=3)[CH2:10][CH2:9]2)[C:5]([N+:17]([O-:19])=[O:18])=[CH:4][CH:3]=1. The yield is 0.610.